Dataset: Reaction yield outcomes from USPTO patents with 853,638 reactions. Task: Predict the reaction yield, written as a fraction of the theoretical maximum amount of product (1.0 means a 100% yield; for example, 0.34 means a 34% yield). (1) The reactants are [CH3:1][C:2]1[O:6][N:5]=[C:4]([C:7]2[CH:12]=[CH:11][CH:10]=[CH:9][CH:8]=2)[C:3]=1[CH2:13][O:14][C:15]1[N:20]=[CH:19][C:18]([C:21]([NH:23][CH:24]2[CH2:29][CH2:28][CH2:27][N:26]([CH2:30][C:31]([OH:33])=O)[CH2:25]2)=[O:22])=[CH:17][CH:16]=1.[F:34][C:35]([F:39])([F:38])[CH2:36][NH2:37]. No catalyst specified. The product is [CH3:1][C:2]1[O:6][N:5]=[C:4]([C:7]2[CH:12]=[CH:11][CH:10]=[CH:9][CH:8]=2)[C:3]=1[CH2:13][O:14][C:15]1[CH:16]=[CH:17][C:18]([C:21]([NH:23][CH:24]2[CH2:29][CH2:28][CH2:27][N:26]([CH2:30][C:31](=[O:33])[NH:37][CH2:36][C:35]([F:39])([F:38])[F:34])[CH2:25]2)=[O:22])=[CH:19][N:20]=1. The yield is 0.620. (2) The reactants are [NH2:1][C:2]1[CH:36]=[CH:35][C:5]([O:6][C:7]2[CH:12]=[CH:11][N:10]=[C:9]3[CH:13]=[C:14]([C:16]4[N:21]=[CH:20][C:19]([CH2:22][N:23]([CH2:31][CH2:32][O:33][CH3:34])[C:24](=[O:30])[O:25][C:26]([CH3:29])([CH3:28])[CH3:27])=[CH:18][CH:17]=4)[S:15][C:8]=23)=[C:4]([F:37])[CH:3]=1.[CH:38]1([S:41]([NH:44][C:45](=O)[O:46]CC)(=[O:43])=[O:42])[CH2:40][CH2:39]1. The catalyst is COCCOC.CCOC(C)=O.O. The product is [CH:38]1([S:41]([NH:44][C:45](=[O:46])[NH:1][C:2]2[CH:36]=[CH:35][C:5]([O:6][C:7]3[CH:12]=[CH:11][N:10]=[C:9]4[CH:13]=[C:14]([C:16]5[N:21]=[CH:20][C:19]([CH2:22][N:23]([CH2:31][CH2:32][O:33][CH3:34])[C:24](=[O:30])[O:25][C:26]([CH3:29])([CH3:28])[CH3:27])=[CH:18][CH:17]=5)[S:15][C:8]=34)=[C:4]([F:37])[CH:3]=2)(=[O:43])=[O:42])[CH2:40][CH2:39]1. The yield is 0.550. (3) The reactants are [CH3:1][O:2][C:3]1[C:8]([NH2:9])=[CH:7][C:6]([B:10]2[O:14][C:13]([CH3:16])([CH3:15])[C:12]([CH3:18])([CH3:17])[O:11]2)=[CH:5][N:4]=1.C(N(CC)CC)C.[C:26]([C:30]1[CH:38]=[CH:37][C:33]([C:34](Cl)=[O:35])=[CH:32][CH:31]=1)([CH3:29])([CH3:28])[CH3:27]. The catalyst is ClCCl. The product is [C:26]([C:30]1[CH:31]=[CH:32][C:33]([C:34]([NH:9][C:8]2[C:3]([O:2][CH3:1])=[N:4][CH:5]=[C:6]([B:10]3[O:14][C:13]([CH3:16])([CH3:15])[C:12]([CH3:18])([CH3:17])[O:11]3)[CH:7]=2)=[O:35])=[CH:37][CH:38]=1)([CH3:29])([CH3:27])[CH3:28]. The yield is 0.520. (4) The yield is 0.590. The reactants are [CH3:1][O:2][C:3](=[O:20])[CH:4]([C:13]1[CH:18]=[CH:17][CH:16]=[CH:15][C:14]=1[Cl:19])N1CC(=O)CC(S)C1.CC(OC(CP(OC)(OC)=O)=O)(C)C.[H-].[Na+].ClCCl. The catalyst is C1COCC1. The product is [CH3:1][O:2][C:3](=[O:20])[CH2:4][C:13]1[CH:18]=[CH:17][CH:16]=[CH:15][C:14]=1[Cl:19]. (5) The reactants are [C:1]([O:5][C:6]([N:8]1[CH2:13][CH2:12][N:11]([C:14]2[C:19](Cl)=[N:18][CH:17]=[CH:16][N:15]=2)[CH2:10][CH2:9]1)=[O:7])([CH3:4])([CH3:3])[CH3:2].C(=O)([O-])[O-].[K+].[K+].[CH3:27][O:28][CH2:29][C:30]1[CH:35]=[CH:34][C:33](B(O)O)=[CH:32][CH:31]=1.O. The catalyst is CN(C)C(=O)C.C1C=CC([P]([Pd]([P](C2C=CC=CC=2)(C2C=CC=CC=2)C2C=CC=CC=2)([P](C2C=CC=CC=2)(C2C=CC=CC=2)C2C=CC=CC=2)[P](C2C=CC=CC=2)(C2C=CC=CC=2)C2C=CC=CC=2)(C2C=CC=CC=2)C2C=CC=CC=2)=CC=1. The product is [C:1]([O:5][C:6]([N:8]1[CH2:13][CH2:12][N:11]([C:14]2[C:19]([C:33]3[CH:34]=[CH:35][C:30]([CH2:29][O:28][CH3:27])=[CH:31][CH:32]=3)=[N:18][CH:17]=[CH:16][N:15]=2)[CH2:10][CH2:9]1)=[O:7])([CH3:4])([CH3:3])[CH3:2]. The yield is 1.05. (6) The reactants are Cl[C:2]1[CH:7]=[CH:6][C:5]([C:8]23[CH2:17][CH:12]4[CH2:13][CH:14]([CH2:16][C:10]([CH:18]([NH:20][CH:21]5[CH2:26][CH2:25][N:24]([CH3:27])[CH2:23][CH2:22]5)[CH3:19])([CH2:11]4)[CH2:9]2)[CH2:15]3)=[CH:4][CH:3]=1.ClC1C=CC(C23CC4CC(CC(C(NN5CCN(C)CC5)C)(C4)C2)C3)=CC=1.C1(C23CC4CC(CC(C(NCC5C=CN=CC=5)C)(C4)C2)C3)C=CC=CC=1.ClC1C=CC(C23CC4CC(CC(C(NCC5C=NC(Cl)=CC=5)C)(C4)C2)C3)=CC=1.ClC1C=CC(C23CC4CC(CC(C(NCCC5C=CN=CC=5)C)(C4)C2)C3)=CC=1.ClC1C=CC(C23CC4CC(CC(C(NCC5NC=NC=5)C)(C4)C2)C3)=CC=1.ClC1C=CC(C23CC4CC(CC(C(NC5C=C6C(=CC=5)NC(C)=C6)C)(C4)C2)C3)=CC=1.ClC1C=CC(C23CC4CC(CC(C(NC5C=CC6N(CC)C7C(C=6C=5)=CC=CC=7)C)(C4)C2)C3)=CC=1.ClC1C=CC(C23CC4CC(CC(C(NCC5C=CC6N(CC)C7C(C=6C=5)=CC=CC=7)C)(C4)C2)C3)=CC=1.ClC1C=CC(C23CC4CC(CC(C(NC(C5C=CC6N(CC)C7C(C=6C=5)=CC=CC=7)=O)C)(C4)C2)C3)=CC=1.ClC1C=CC(C23CC4CC(CC(C(NC(NC5C=CC(Cl)=C(C(F)(F)[F:332])C=5)=O)C)(C4)C2)C3)=CC=1.BrC1C=C(CNC(C23CC4CC(CC(C5C=CC(Cl)=CC=5)(C4)C2)C3)C)SC=1.ClC1C=CC(C23CC4CC(CC(C(NCC5SC=C(C6C=CC=CC=6)C=5)C)(C4)C2)C3)=CC=1. No catalyst specified. The product is [F:332][C:2]1[CH:7]=[CH:6][C:5]([C:8]23[CH2:17][CH:12]4[CH2:13][CH:14]([CH2:16][C:10]([CH:18]([NH:20][CH:21]5[CH2:26][CH2:25][N:24]([CH3:27])[CH2:23][CH2:22]5)[CH3:19])([CH2:11]4)[CH2:9]2)[CH2:15]3)=[CH:4][CH:3]=1. The yield is 0.110. (7) The reactants are [CH2:1]([S:3]([C:6]1[CH:7]=[C:8]([C:12]2[CH:20]=[CH:19][C:18]([OH:21])=[C:17]3[C:13]=2[C:14]2[CH:25]=[C:24]([CH3:26])[CH:23]=[N:22][C:15]=2[NH:16]3)[CH:9]=[CH:10][CH:11]=1)(=[O:5])=[O:4])[CH3:2].[CH3:27][C@@H:28]1[CH2:30][O:29]1.C(N(CC)CC)C. The catalyst is CCO. The product is [CH2:1]([S:3]([C:6]1[CH:7]=[C:8]([C:12]2[CH:20]=[CH:19][C:18]([O:21][CH2:27][C@H:28]([OH:29])[CH3:30])=[C:17]3[C:13]=2[C:14]2[CH:25]=[C:24]([CH3:26])[CH:23]=[N:22][C:15]=2[NH:16]3)[CH:9]=[CH:10][CH:11]=1)(=[O:5])=[O:4])[CH3:2]. The yield is 0.200. (8) The reactants are C([O:3][C:4]([C:6]1[C:15](=[O:16])[C:14]2[C:9](=[CH:10][CH:11]=[CH:12][C:13]=2[OH:17])[NH:8][CH:7]=1)=[O:5])C. The catalyst is [OH-].[Na+]. The product is [OH:17][C:13]1[CH:12]=[CH:11][CH:10]=[C:9]2[C:14]=1[C:15](=[O:16])[C:6]([C:4]([OH:5])=[O:3])=[CH:7][NH:8]2. The yield is 0.870.